Regression. Given two drug SMILES strings and cell line genomic features, predict the synergy score measuring deviation from expected non-interaction effect. From a dataset of NCI-60 drug combinations with 297,098 pairs across 59 cell lines. (1) Drug 1: CC12CCC(CC1=CCC3C2CCC4(C3CC=C4C5=CN=CC=C5)C)O. Drug 2: CC1=C(C=C(C=C1)NC(=O)C2=CC=C(C=C2)CN3CCN(CC3)C)NC4=NC=CC(=N4)C5=CN=CC=C5. Cell line: OVCAR3. Synergy scores: CSS=0.427, Synergy_ZIP=-1.98, Synergy_Bliss=-4.88, Synergy_Loewe=-11.2, Synergy_HSA=-7.11. (2) Drug 1: C1=CN(C(=O)N=C1N)C2C(C(C(O2)CO)O)O.Cl. Drug 2: C(CC(=O)O)C(=O)CN.Cl. Cell line: NCI/ADR-RES. Synergy scores: CSS=46.1, Synergy_ZIP=-0.453, Synergy_Bliss=-1.42, Synergy_Loewe=-60.9, Synergy_HSA=-1.40. (3) Drug 1: CC1C(C(=O)NC(C(=O)N2CCCC2C(=O)N(CC(=O)N(C(C(=O)O1)C(C)C)C)C)C(C)C)NC(=O)C3=C4C(=C(C=C3)C)OC5=C(C(=O)C(=C(C5=N4)C(=O)NC6C(OC(=O)C(N(C(=O)CN(C(=O)C7CCCN7C(=O)C(NC6=O)C(C)C)C)C)C(C)C)C)N)C. Drug 2: C1C(C(OC1N2C=NC(=NC2=O)N)CO)O. Cell line: SK-OV-3. Synergy scores: CSS=16.5, Synergy_ZIP=-2.28, Synergy_Bliss=-3.38, Synergy_Loewe=-35.1, Synergy_HSA=-6.10. (4) Synergy scores: CSS=14.0, Synergy_ZIP=-4.02, Synergy_Bliss=2.14, Synergy_Loewe=-22.6, Synergy_HSA=0.804. Drug 1: CN1CCC(CC1)COC2=C(C=C3C(=C2)N=CN=C3NC4=C(C=C(C=C4)Br)F)OC. Cell line: SK-OV-3. Drug 2: CCCCCOC(=O)NC1=NC(=O)N(C=C1F)C2C(C(C(O2)C)O)O. (5) Drug 1: CNC(=O)C1=CC=CC=C1SC2=CC3=C(C=C2)C(=NN3)C=CC4=CC=CC=N4. Drug 2: C1C(C(OC1N2C=C(C(=O)NC2=O)F)CO)O. Cell line: NCI-H460. Synergy scores: CSS=53.2, Synergy_ZIP=1.17, Synergy_Bliss=-3.47, Synergy_Loewe=-18.1, Synergy_HSA=-2.75. (6) Synergy scores: CSS=20.6, Synergy_ZIP=-4.87, Synergy_Bliss=1.01, Synergy_Loewe=-17.9, Synergy_HSA=-0.373. Drug 2: C(CC(=O)O)C(=O)CN.Cl. Drug 1: CC1C(C(CC(O1)OC2CC(CC3=C2C(=C4C(=C3O)C(=O)C5=C(C4=O)C(=CC=C5)OC)O)(C(=O)C)O)N)O.Cl. Cell line: TK-10.